The task is: Predict the product of the given reaction.. This data is from Forward reaction prediction with 1.9M reactions from USPTO patents (1976-2016). (1) Given the reactants [NH:1]1[CH:8]=[CH:7][C:5](=[O:6])[NH:4][C:2]1=[O:3].C(=O)([O-])[O-].[Cs+].[Cs+].Br[CH2:16][CH2:17][CH:18]1[CH2:23][O:22][C:21]([CH3:25])([CH3:24])[O:20][CH2:19]1, predict the reaction product. The product is: [CH3:24][C:21]1([CH3:25])[O:22][CH2:23][CH:18]([CH2:17][CH2:16][N:1]2[CH:8]=[CH:7][C:5](=[O:6])[NH:4][C:2]2=[O:3])[CH2:19][O:20]1. (2) Given the reactants [OH:1][C:2]1[CH:7]=[CH:6][C:5]([CH2:8][C:9]([O:11][CH3:12])=[O:10])=[CH:4][CH:3]=1.CCN(C(C)C)C(C)C.[CH2:22](Cl)[O:23][CH2:24][CH2:25][O:26][CH3:27], predict the reaction product. The product is: [CH3:12][O:11][C:9](=[O:10])[CH2:8][C:5]1[CH:4]=[CH:3][C:2]([O:1][CH2:22][O:23][CH2:24][CH2:25][O:26][CH3:27])=[CH:7][CH:6]=1.